Dataset: TCR-epitope binding with 47,182 pairs between 192 epitopes and 23,139 TCRs. Task: Binary Classification. Given a T-cell receptor sequence (or CDR3 region) and an epitope sequence, predict whether binding occurs between them. (1) The epitope is LPRRSGAAGA. The TCR CDR3 sequence is CASSLDYRGVGYGYTF. Result: 1 (the TCR binds to the epitope). (2) The epitope is QASQEVKNW. The TCR CDR3 sequence is CASSYSQARQETQYF. Result: 0 (the TCR does not bind to the epitope).